From a dataset of Catalyst prediction with 721,799 reactions and 888 catalyst types from USPTO. Predict which catalyst facilitates the given reaction. (1) Reactant: [CH3:1][C:2]1[CH:7]=[CH:6][CH:5]=[CH:4][C:3]=1[C:8]1[CH:13]=[CH:12][C:11]([C:14]([O:16]C)=[O:15])=[CH:10][C:9]=1[S:18]([CH3:21])(=[O:20])=[O:19].[OH-].[Na+]. Product: [CH3:1][C:2]1[CH:7]=[CH:6][CH:5]=[CH:4][C:3]=1[C:8]1[CH:13]=[CH:12][C:11]([C:14]([OH:16])=[O:15])=[CH:10][C:9]=1[S:18]([CH3:21])(=[O:20])=[O:19]. The catalyst class is: 36. (2) Reactant: [Br:1][C:2]1[C:3]([OH:22])=[CH:4][C:5]([NH:8][C:9]2[S:10][CH:11]=[C:12]([CH2:14][CH2:15][C:16]3[CH:21]=[CH:20][CH:19]=[CH:18][CH:17]=3)[N:13]=2)=[N:6][CH:7]=1.Cl[C:24]1[CH:31]=[N:30][CH:29]=[C:28]([Cl:32])[C:25]=1[C:26]#[N:27].C([O-])([O-])=O.[Cs+].[Cs+]. Product: [Br:1][C:2]1[C:3]([O:22][C:24]2[CH:31]=[N:30][CH:29]=[C:28]([Cl:32])[C:25]=2[C:26]#[N:27])=[CH:4][C:5]([NH:8][C:9]2[S:10][CH:11]=[C:12]([CH2:14][CH2:15][C:16]3[CH:17]=[CH:18][CH:19]=[CH:20][CH:21]=3)[N:13]=2)=[N:6][CH:7]=1. The catalyst class is: 16. (3) Reactant: [CH:1]1([CH:4]([C:10]2[CH:15]=[CH:14][C:13]([F:16])=[C:12]([O:17][CH2:18][C:19]3[CH:24]=[CH:23][C:22]([C:25]4[CH:30]=[C:29]([O:31][CH3:32])[CH:28]=[CH:27][C:26]=4[F:33])=[C:21]([CH2:34][C:35]([CH3:38])([CH3:37])[CH3:36])[N:20]=3)[CH:11]=2)[CH2:5][C:6]([O:8]C)=[O:7])[CH2:3][CH2:2]1.[OH-].[Na+]. Product: [CH:1]1([CH:4]([C:10]2[CH:15]=[CH:14][C:13]([F:16])=[C:12]([O:17][CH2:18][C:19]3[CH:24]=[CH:23][C:22]([C:25]4[CH:30]=[C:29]([O:31][CH3:32])[CH:28]=[CH:27][C:26]=4[F:33])=[C:21]([CH2:34][C:35]([CH3:38])([CH3:37])[CH3:36])[N:20]=3)[CH:11]=2)[CH2:5][C:6]([OH:8])=[O:7])[CH2:2][CH2:3]1. The catalyst class is: 200. (4) Reactant: [CH:1]([O:4][C:5]([C:7]1[CH:8]([C:35]2[CH:40]=[CH:39][CH:38]=[C:37]([N+:41]([O-:43])=[O:42])[CH:36]=2)[C:9]([C:15]([O:17][CH:18]2[CH2:21][N:20]([CH:22]([C:29]3[CH:34]=[CH:33][CH:32]=[CH:31][CH:30]=3)[C:23]3[CH:28]=[CH:27][CH:26]=[CH:25][CH:24]=3)[CH2:19]2)=[O:16])=[C:10]([NH2:14])[NH:11][C:12]=1[CH3:13])=[O:6])([CH3:3])[CH3:2].[CH3:44][S:45]([OH:48])(=[O:47])=[O:46]. Product: [CH3:44][S:45]([OH:48])(=[O:47])=[O:46].[CH3:44][S:45]([OH:48])(=[O:47])=[O:46].[CH:1]([O:4][C:5]([C:7]1[CH:8]([C:35]2[CH:40]=[CH:39][CH:38]=[C:37]([N+:41]([O-:43])=[O:42])[CH:36]=2)[C:9]([C:15]([O:17][CH:18]2[CH2:19][N:20]([CH:22]([C:29]3[CH:34]=[CH:33][CH:32]=[CH:31][CH:30]=3)[C:23]3[CH:28]=[CH:27][CH:26]=[CH:25][CH:24]=3)[CH2:21]2)=[O:16])=[C:10]([NH2:14])[NH:11][C:12]=1[CH3:13])=[O:6])([CH3:3])[CH3:2]. The catalyst class is: 13.